Dataset: Experimentally validated miRNA-target interactions with 360,000+ pairs, plus equal number of negative samples. Task: Binary Classification. Given a miRNA mature sequence and a target amino acid sequence, predict their likelihood of interaction. The miRNA is cel-miR-249-3p with sequence UCACAGGACUUUUGAGCGUUGCC. The protein sequence of the target gene is MVNSCCGSVCSHQGCGRDLCQETCCRPSCCETTCCRTTYCRPSCCVSSCCRPQCCQSVCCQPTCCRPRCCISSCCRPSCCVSSCCKPQCCQSMCCQPTCCRPRCCISSCCRPSCCVSSCCRPQCCQSVCCQPTCCHPSCSISSCCRPSCCESSCCRPCCCLRPVCGRVSCHTTCYRPTCVISSCPRPLCCASSCC. Result: 0 (no interaction).